Dataset: Reaction yield outcomes from USPTO patents with 853,638 reactions. Task: Predict the reaction yield, written as a fraction of the theoretical maximum amount of product (1.0 means a 100% yield; for example, 0.34 means a 34% yield). (1) The reactants are C1(C)C=CC=CC=1.COC1C=CC(P2(SP(C3C=CC(OC)=CC=3)(=S)S2)=[S:17])=CC=1.[C:30]([NH:33][NH:34][C:35](=O)[C:36]1[CH:41]=[CH:40][CH:39]=[C:38]([I:42])[CH:37]=1)(=O)[CH3:31].O. The catalyst is C(OCC)(=O)C. The product is [I:42][C:38]1[CH:37]=[C:36]([C:35]2[S:17][C:30]([CH3:31])=[N:33][N:34]=2)[CH:41]=[CH:40][CH:39]=1. The yield is 0.600. (2) The reactants are [CH:1]([C:4]1[C:13]2[O:12][CH2:11][C:10](=[O:14])[NH:9][C:8]=2[CH:7]=[CH:6][CH:5]=1)([CH3:3])[CH3:2].C([O-])([O-])=O.[Cs+].[Cs+].[Cl:21][CH2:22][CH2:23][CH2:24]I. The catalyst is CCCCCCC.CCOC(C)=O. The product is [Cl:21][CH2:22][CH2:23][CH2:24][N:9]1[C:8]2[CH:7]=[CH:6][CH:5]=[C:4]([CH:1]([CH3:3])[CH3:2])[C:13]=2[O:12][CH2:11][C:10]1=[O:14]. The yield is 0.700.